This data is from Peptide-MHC class II binding affinity with 134,281 pairs from IEDB. The task is: Regression. Given a peptide amino acid sequence and an MHC pseudo amino acid sequence, predict their binding affinity value. This is MHC class II binding data. (1) The peptide sequence is AFKVAATAANCAPAN. The MHC is HLA-DPA10103-DPB10301 with pseudo-sequence HLA-DPA10103-DPB10301. The binding affinity (normalized) is 0.441. (2) The peptide sequence is QTAVDFGNSYIAEME. The MHC is DRB1_0301 with pseudo-sequence DRB1_0301. The binding affinity (normalized) is 0.260.